The task is: Predict the reactants needed to synthesize the given product.. This data is from Full USPTO retrosynthesis dataset with 1.9M reactions from patents (1976-2016). (1) Given the product [CH2:11]([NH:7][C@@H:5]([CH3:6])[CH:4]([O:8][CH2:9][CH3:10])[O:3][CH2:1][CH3:2])[C:12]1[CH:17]=[CH:16][CH:15]=[CH:14][CH:13]=1, predict the reactants needed to synthesize it. The reactants are: [CH2:1]([O:3][CH:4]([O:8][CH2:9][CH3:10])[C@@H:5]([NH2:7])[CH3:6])[CH3:2].[CH:11](=O)[C:12]1[CH:17]=[CH:16][CH:15]=[CH:14][CH:13]=1.C(O[BH-](OC(=O)C)OC(=O)C)(=O)C.[Na+]. (2) Given the product [Cl:1][C:2]1[CH:3]=[C:4]([NH:15][C:16]2[C:25]3[C:20](=[CH:21][C:22]([NH:36][CH2:35][CH2:34][CH2:33][N:32]([CH3:37])[CH3:31])=[C:23]([O:26][CH3:27])[CH:24]=3)[N:19]=[CH:18][C:17]=2[C:29]#[N:30])[CH:5]=[CH:6][C:7]=1[S:8][C:9]1[N:10]([CH3:14])[CH:11]=[CH:12][N:13]=1, predict the reactants needed to synthesize it. The reactants are: [Cl:1][C:2]1[CH:3]=[C:4]([NH:15][C:16]2[C:25]3[C:20](=[CH:21][C:22](F)=[C:23]([O:26][CH3:27])[CH:24]=3)[N:19]=[CH:18][C:17]=2[C:29]#[N:30])[CH:5]=[CH:6][C:7]=1[S:8][C:9]1[N:10]([CH3:14])[CH:11]=[CH:12][N:13]=1.[CH3:31][N:32]([CH3:37])[CH2:33][CH2:34][CH2:35][NH2:36]. (3) Given the product [Cl:1][C:2]1[CH:3]=[CH:4][C:5]2[O:10][CH2:9][CH2:8][NH:7][C:6]=2[CH:12]=1, predict the reactants needed to synthesize it. The reactants are: [Cl:1][C:2]1[CH:3]=[CH:4][C:5]2[O:10][CH2:9][C:8](=O)[NH:7][C:6]=2[CH:12]=1.B.O1CCCC1.CO.Cl. (4) Given the product [CH:20]1([C:23]2([F:27])[CH2:26][N:25]([C:2]3[N:7]=[C:6]([S:8]([CH3:11])(=[O:10])=[O:9])[N:5]=[C:4]([NH:12][C:13]4[NH:17][N:16]=[C:15]([CH3:18])[CH:14]=4)[C:3]=3[F:19])[CH2:24]2)[CH2:22][CH2:21]1, predict the reactants needed to synthesize it. The reactants are: Cl[C:2]1[N:7]=[C:6]([S:8]([CH3:11])(=[O:10])=[O:9])[N:5]=[C:4]([NH:12][C:13]2[NH:17][N:16]=[C:15]([CH3:18])[CH:14]=2)[C:3]=1[F:19].[CH:20]1([C:23]2([F:27])[CH2:26][NH:25][CH2:24]2)[CH2:22][CH2:21]1. (5) Given the product [CH3:2][CH2:3][CH:4]([C:2]1[CH:3]=[C:4]([CH:9]=[CH:10][N:11]=1)[C:5]([O:7][CH3:8])=[O:6])[CH2:9][CH3:10], predict the reactants needed to synthesize it. The reactants are: Cl[C:2]1[CH:3]=[C:4]([CH:9]=[CH:10][N:11]=1)[C:5]([O:7][CH3:8])=[O:6]. (6) Given the product [NH:1]1[CH:5]=[CH:4][C:3]([C:6]2[CH:7]=[CH:8][C:9]([NH:12][C:13]3[C:17]([C:18]([NH2:20])=[O:19])=[C:16]([NH:21][CH2:26][C:25]4[CH:28]=[C:29]([CH3:32])[C:30]([OH:31])=[C:23]([CH3:22])[CH:24]=4)[NH:15][N:14]=3)=[CH:10][CH:11]=2)=[N:2]1, predict the reactants needed to synthesize it. The reactants are: [NH:1]1[CH:5]=[CH:4][C:3]([C:6]2[CH:11]=[CH:10][C:9]([NH:12][C:13]3[C:17]([C:18]([NH2:20])=[O:19])=[C:16]([NH2:21])[NH:15][N:14]=3)=[CH:8][CH:7]=2)=[N:2]1.[CH3:22][C:23]1[CH:24]=[C:25]([CH:28]=[C:29]([CH3:32])[C:30]=1[OH:31])[CH:26]=O.CN(C=O)C.[BH4-].[Na+]. (7) Given the product [F:1][C:2]1[CH:3]=[C:4]2[C:8](=[CH:9][CH:10]=1)[NH:7][C:6](=[O:11])[C:5]2=[N:12][N:13]=[CH:14][C:15]1[NH:19][C:18]([CH3:20])=[C:17]([C:21]([NH:23][CH2:24][CH2:25][CH2:26][CH2:27][CH2:28][C:29]([NH:51][C:50]2[CH:49]=[CH:48][CH:47]=[CH:46][C:54]=2[NH2:53])=[O:30])=[O:22])[C:16]=1[CH3:32], predict the reactants needed to synthesize it. The reactants are: [F:1][C:2]1[CH:3]=[C:4]2[C:8](=[CH:9][CH:10]=1)[NH:7][C:6](=[O:11])[C:5]2=[N:12][N:13]=[CH:14][C:15]1[NH:19][C:18]([CH3:20])=[C:17]([C:21]([NH:23][CH2:24][CH2:25][CH2:26][CH2:27][CH2:28][C:29](O)=[O:30])=[O:22])[C:16]=1[CH3:32].Cl.C(N=C=NCCCN(C)C)C.O[C:46]1[C:54]2[N:53]=N[NH:51][C:50]=2[CH:49]=[CH:48][CH:47]=1.C(N(CC)CC)C.C1(N)C=CC=CC=1N.